Dataset: Full USPTO retrosynthesis dataset with 1.9M reactions from patents (1976-2016). Task: Predict the reactants needed to synthesize the given product. (1) Given the product [CH:18]12[O:23][CH:21]([CH2:20][CH2:19]1)[CH2:22][N:16]([C:14]1[N:15]=[C:10]([C:7]3[CH:8]=[CH:9][C:4]([NH2:1])=[CH:5][CH:6]=3)[CH:11]=[C:12]([N:24]3[CH2:25][CH:26]4[O:31][CH:29]([CH2:28][CH2:27]4)[CH2:30]3)[N:13]=1)[CH2:17]2, predict the reactants needed to synthesize it. The reactants are: [N+:1]([C:4]1[CH:9]=[CH:8][C:7]([C:10]2[N:15]=[C:14]([N:16]3[CH2:22][CH:21]4[O:23][CH:18]([CH2:19][CH2:20]4)[CH2:17]3)[N:13]=[C:12]([N:24]3[CH2:30][CH:29]4[O:31][CH:26]([CH2:27][CH2:28]4)[CH2:25]3)[CH:11]=2)=[CH:6][CH:5]=1)([O-])=O.C(NC1C=CC=CC=1)C. (2) Given the product [CH2:1]([O:8][C:9]1[CH:10]=[C:11]([CH:20]([OH:26])[CH2:21][NH:27][C:28]([CH3:48])([CH3:47])[CH2:29][CH2:30][N:31]2[C:36]3[CH:37]=[C:38]([F:41])[CH:39]=[CH:40][C:35]=3[C:34]([CH2:44][CH3:45])([CH2:42][CH3:43])[O:33][C:32]2=[O:46])[C:12]2[O:17][CH2:16][C:15](=[O:18])[NH:14][C:13]=2[CH:19]=1)[C:2]1[CH:3]=[CH:4][CH:5]=[CH:6][CH:7]=1, predict the reactants needed to synthesize it. The reactants are: [CH2:1]([O:8][C:9]1[CH:10]=[C:11]([C:20](=[O:26])[CH:21](OCC)O)[C:12]2[O:17][CH2:16][C:15](=[O:18])[NH:14][C:13]=2[CH:19]=1)[C:2]1[CH:7]=[CH:6][CH:5]=[CH:4][CH:3]=1.[NH2:27][C:28]([CH3:48])([CH3:47])[CH2:29][CH2:30][N:31]1[C:36]2[CH:37]=[C:38]([F:41])[CH:39]=[CH:40][C:35]=2[C:34]([CH2:44][CH3:45])([CH2:42][CH3:43])[O:33][C:32]1=[O:46].[BH4-].[Li+].